This data is from Experimentally validated miRNA-target interactions with 360,000+ pairs, plus equal number of negative samples. The task is: Binary Classification. Given a miRNA mature sequence and a target amino acid sequence, predict their likelihood of interaction. (1) The miRNA is mmu-miR-34b-5p with sequence AGGCAGUGUAAUUAGCUGAUUGU. The protein sequence of the target gene is MAGAPRGQGGGGGAGEPGGAERAAGPGGRRGFRACGEEFACPELEALFRGYTLRLEQAATLKALAVLSLLAGALALAELLGAPGPAPGLAKGSHPVHCILFLALFVVTNVRSLQVSQLQQVGQLALFFSLTFALLCCPFALGGPARSSAGGAMGSTVAEQGVWQLLLVTFVSYALLPVRSLLAIGFGLVVAASHLLVTAALVPAKRPRLWRTLGANALLFFGVNMYGVFVRILTERSQRKAFLQARNCIEDRLRLEDENEKQERLLMSLLPRNVAMEMKEDFLKPPERIFHKIYIQRHDN.... Result: 1 (interaction). (2) Result: 1 (interaction). The protein sequence of the target gene is MTTATPLGDTTFFSLNMTTRGEDFLYKSSGAIVAAVVVVVIIIFTVVLILLKMYNRKMRTRRELEPKGPKPTAPSAVGPNSNGSQHPATVTFSPVDVQVETR. The miRNA is hsa-miR-6788-5p with sequence CUGGGAGAAGAGUGGUGAAGA. (3) The miRNA is hsa-miR-216b-5p with sequence AAAUCUCUGCAGGCAAAUGUGA. The protein sequence of the target gene is MASKSWLNFLTFLCGSAIGFLLCSQLFSILLGEKVDTQPNVLHNDPHARHSDDNGQNHLEGQMNFNADSSQHKDENTDIAENLYQKVRILCWVMTGPQNLEKKAKHVKATWAQRCNKVLFMSSEENKDFPAVGLKTKEGRDQLYWKTIKAFQYVHEHYLEDADWFLKADDDTYVILDNLRWLLSKYDPEEPIYFGRRFKPYVKQGYMSGGAGYVLSKEALKRFVDAFKTDKCTHSSSIEDLALGRCMEIMNVEAGDSRDTIGKETFHPFVPEHHLIKGYLPRTFWYWNYNYYPPVEGPGC.... Result: 1 (interaction). (4) Result: 0 (no interaction). The protein sequence of the target gene is MATPDVSVHMEEVVVVTTPDTAVDGSGVEEVKTVLVTTNLAPHGGDLTEDNMETENAAAAAAAAFTASSQLKEAVLVKMAEEGENLEAEIVYPITCGDSRANLIWRKFVCPGINVKCVQYDEHVISPKEFVHLAGKSTLKDWKRAIRMNGIMLRKIMDSGELDFYQHDKVCSNTCRSTKIDLSGARVSLSSPTSTEYIPLTPAAADVNGSPATITIETCEDPGDWTTTIGDDTFAFWRGLKDAGLLDEVIQEFQQELEETMKGLQQRVQDPPLQLRDAVLLNNIVQNFGMLDLVKKVLAS.... The miRNA is mmu-miR-30e-5p with sequence UGUAAACAUCCUUGACUGGAAG. (5) The miRNA is hsa-miR-3677-3p with sequence CUCGUGGGCUCUGGCCACGGCC. The protein sequence of the target gene is MAAAAYVDHFAAECLVSMSSRAVVHEPREGPEPRPEGAAAAAPTLPRVDERRDGKDSASLFVVARILADLNQQAPAPAPAERREGAAARKARTPCRLPPAPPAPPPGPEPASPGQAGAPAAPPSPAWSEPEAALEQEPGPAGSGEPGLRQRGRRGRSRADLESPQRKHKCHYAGCEKVYGKSSHLKAHLRTHTGERPFACSWQECNKKFARSDELARHYRTHTGEKKFSCPICEKRFMRSDHLTKHARRHANFHPGMLQRRGGGSRTGSLSDYSRSDASSPTISPASSP. Result: 0 (no interaction).